From a dataset of NCI-60 drug combinations with 297,098 pairs across 59 cell lines. Regression. Given two drug SMILES strings and cell line genomic features, predict the synergy score measuring deviation from expected non-interaction effect. (1) Drug 1: CN(CC1=CN=C2C(=N1)C(=NC(=N2)N)N)C3=CC=C(C=C3)C(=O)NC(CCC(=O)O)C(=O)O. Drug 2: C1=NC2=C(N1)C(=S)N=CN2. Cell line: SK-MEL-28. Synergy scores: CSS=43.2, Synergy_ZIP=-4.46, Synergy_Bliss=1.40, Synergy_Loewe=0.673, Synergy_HSA=1.15. (2) Drug 1: CC1OCC2C(O1)C(C(C(O2)OC3C4COC(=O)C4C(C5=CC6=C(C=C35)OCO6)C7=CC(=C(C(=C7)OC)O)OC)O)O. Drug 2: CCN(CC)CCCC(C)NC1=C2C=C(C=CC2=NC3=C1C=CC(=C3)Cl)OC. Cell line: SK-OV-3. Synergy scores: CSS=8.03, Synergy_ZIP=-1.18, Synergy_Bliss=4.20, Synergy_Loewe=2.29, Synergy_HSA=5.66. (3) Drug 1: CC1=C2C(C(=O)C3(C(CC4C(C3C(C(C2(C)C)(CC1OC(=O)C(C(C5=CC=CC=C5)NC(=O)OC(C)(C)C)O)O)OC(=O)C6=CC=CC=C6)(CO4)OC(=O)C)OC)C)OC. Drug 2: CCC1=C2CN3C(=CC4=C(C3=O)COC(=O)C4(CC)O)C2=NC5=C1C=C(C=C5)O. Cell line: COLO 205. Synergy scores: CSS=79.3, Synergy_ZIP=4.94, Synergy_Bliss=2.88, Synergy_Loewe=-0.593, Synergy_HSA=8.16.